From a dataset of Forward reaction prediction with 1.9M reactions from USPTO patents (1976-2016). Predict the product of the given reaction. (1) Given the reactants C(O[C:6](=O)[N:7]([CH2:9][CH2:10][CH2:11][NH:12][C:13]([O:15][CH2:16][CH:17]1[C:29]2[CH:28]=[CH:27][CH:26]=[CH:25][C:24]=2[C:23]2[C:18]1=[CH:19][CH:20]=[CH:21][CH:22]=2)=[O:14])C)(C)(C)C.[ClH:31], predict the reaction product. The product is: [ClH:31].[CH:19]1[C:18]2[CH:17]([CH2:16][O:15][C:13](=[O:14])[NH:12][CH2:11][CH2:10][CH2:9][NH:7][CH3:6])[C:29]3[C:24](=[CH:25][CH:26]=[CH:27][CH:28]=3)[C:23]=2[CH:22]=[CH:21][CH:20]=1. (2) Given the reactants [CH3:1][O:2][C:3]1[C:8]2[O:9][C:10]3([O:16][C:7]=2[C:6]([C:17]([O:19]C)=O)=[CH:5][CH:4]=1)[CH2:15][CH2:14][NH:13][CH2:12][CH2:11]3.[Cl:21][C:22]1[CH:23]=[N:24][CH:25]=[C:26]([Cl:29])[C:27]=1[CH3:28].C[Si]([N-][Si](C)(C)C)(C)C.[Li+].[NH4+].[Cl-], predict the reaction product. The product is: [Cl:21][C:22]1[CH:23]=[N:24][CH:25]=[C:26]([Cl:29])[C:27]=1[CH2:28][C:17]([C:6]1[C:7]2[O:16][C:10]3([CH2:11][CH2:12][NH:13][CH2:14][CH2:15]3)[O:9][C:8]=2[C:3]([O:2][CH3:1])=[CH:4][CH:5]=1)=[O:19]. (3) Given the reactants [CH3:1][CH:2]1[CH2:10][C:9]2[C:4](=[CH:5][CH:6]=[CH:7][CH:8]=2)[N:3]1[NH:11][C:12]([C:14]1[C:15]([CH3:27])=[N:16][C:17]([C:20]2[CH:25]=[CH:24][CH:23]=[C:22]([F:26])[CH:21]=2)=[N:18][CH:19]=1)=[O:13], predict the reaction product. The product is: [CH3:1][C:2]1[N:3]([NH:11][C:12]([C:14]2[C:15]([CH3:27])=[N:16][C:17]([C:20]3[CH:25]=[CH:24][CH:23]=[C:22]([F:26])[CH:21]=3)=[N:18][CH:19]=2)=[O:13])[C:4]2[C:9]([CH:10]=1)=[CH:8][CH:7]=[CH:6][CH:5]=2. (4) Given the reactants Cl.[Cl:2][C:3]1[C:4]([F:31])=[C:5]([NH:9][C:10]2[C:19]3[C:14](=[CH:15][C:16]([O:29][CH3:30])=[C:17]([O:20][C@H:21]4[CH2:26][CH2:25][C@H:24]([NH:27][CH3:28])[CH2:23][CH2:22]4)[CH:18]=3)[N:13]=[CH:12][N:11]=2)[CH:6]=[CH:7][CH:8]=1.C(N(CC)CC)C.[N:39]1([C:45](Cl)=[O:46])[CH2:44][CH2:43][O:42][CH2:41][CH2:40]1, predict the reaction product. The product is: [Cl:2][C:3]1[C:4]([F:31])=[C:5]([NH:9][C:10]2[C:19]3[C:14](=[CH:15][C:16]([O:29][CH3:30])=[C:17]([O:20][C@H:21]4[CH2:22][CH2:23][C@H:24]([N:27]([C:45]([N:39]5[CH2:44][CH2:43][O:42][CH2:41][CH2:40]5)=[O:46])[CH3:28])[CH2:25][CH2:26]4)[CH:18]=3)[N:13]=[CH:12][N:11]=2)[CH:6]=[CH:7][CH:8]=1. (5) Given the reactants [CH2:1]([O:5][C:6]([C:8]1[N:9]=[C:10](Br)[C:11]2[C:16]([C:17]=1[OH:18])=[CH:15][C:14]([O:19][C:20]1[C:25]([CH3:26])=[CH:24][C:23]([CH3:27])=[CH:22][C:21]=1[CH3:28])=[CH:13][CH:12]=2)=[O:7])[CH2:2][CH2:3][CH3:4].[C:30]([Cu])#[N:31], predict the reaction product. The product is: [CH2:1]([O:5][C:6]([C:8]1[N:9]=[C:10]([C:30]#[N:31])[C:11]2[C:16]([C:17]=1[OH:18])=[CH:15][C:14]([O:19][C:20]1[C:25]([CH3:26])=[CH:24][C:23]([CH3:27])=[CH:22][C:21]=1[CH3:28])=[CH:13][CH:12]=2)=[O:7])[CH2:2][CH2:3][CH3:4]. (6) Given the reactants [C:1]([C:4]1[NH:5][C:6](=[O:22])[N:7]([CH:9]2[CH2:14][CH2:13][N:12]([C:15]([O:17][C:18]([CH3:21])([CH3:20])[CH3:19])=[O:16])[CH2:11][CH2:10]2)[CH:8]=1)(=O)[NH2:2].P(Cl)(Cl)(Cl)=O, predict the reaction product. The product is: [C:1]([C:4]1[NH:5][C:6](=[O:22])[N:7]([CH:9]2[CH2:10][CH2:11][N:12]([C:15]([O:17][C:18]([CH3:20])([CH3:19])[CH3:21])=[O:16])[CH2:13][CH2:14]2)[CH:8]=1)#[N:2]. (7) Given the reactants [ClH:1].[CH:2]1([NH:5][S:6]([C:9]2[CH:14]=[CH:13][C:12]([C:15]3[CH:20]=[CH:19][C:18]([CH2:21][C@H:22]([NH:36][C:37]([C@H:39]4[CH2:44][CH2:43][C@H:42]([CH2:45][NH:46]C(=O)OC(C)(C)C)[CH2:41][CH2:40]4)=[O:38])[C:23](=[O:35])[NH:24][C:25]4[CH:33]=[C:32]5[C:28]([C:29](=[O:34])[NH:30][NH:31]5)=[CH:27][CH:26]=4)=[CH:17][CH:16]=3)=[C:11]([CH3:54])[CH:10]=2)(=[O:8])=[O:7])[CH2:4][CH2:3]1.C(#N)C, predict the reaction product. The product is: [ClH:1].[NH2:46][CH2:45][C@H:42]1[CH2:43][CH2:44][C@H:39]([C:37]([NH:36][C@@H:22]([CH2:21][C:18]2[CH:19]=[CH:20][C:15]([C:12]3[CH:13]=[CH:14][C:9]([S:6](=[O:7])(=[O:8])[NH:5][CH:2]4[CH2:3][CH2:4]4)=[CH:10][C:11]=3[CH3:54])=[CH:16][CH:17]=2)[C:23](=[O:35])[NH:24][C:25]2[CH:33]=[C:32]3[C:28]([C:29](=[O:34])[NH:30][NH:31]3)=[CH:27][CH:26]=2)=[O:38])[CH2:40][CH2:41]1.